This data is from Reaction yield outcomes from USPTO patents with 853,638 reactions. The task is: Predict the reaction yield, written as a fraction of the theoretical maximum amount of product (1.0 means a 100% yield; for example, 0.34 means a 34% yield). (1) The reactants are [CH2:1]([CH:19]([CH2:21][CH2:22][CH2:23][CH2:24][CH2:25][CH2:26][CH2:27][CH2:28]/[CH:29]=[CH:30]\[CH2:31]/[CH:32]=[CH:33]\[CH2:34][CH2:35][CH2:36][CH2:37]C)[OH:20])[CH2:2][CH2:3][CH2:4][CH2:5][CH2:6][CH2:7][CH2:8]/[CH:9]=[CH:10]\[CH2:11]/[CH:12]=[CH:13]\[CH2:14][CH2:15][CH2:16][CH2:17][CH3:18].N1C=CC=C[CH:40]=1.O=C(Cl)[O:47][C:48](Cl)(Cl)Cl.[CH3:53][N:54]([CH3:60])[CH2:55][CH2:56][NH:57][CH2:58][CH3:59]. The catalyst is CCOCC. The product is [CH3:53][N:54]([CH3:60])[CH2:55][CH2:56][N:57]([CH2:58][CH3:59])[C:48](=[O:47])[O:20][CH:19]([CH2:1][CH2:2][CH2:3][CH2:4][CH2:5][CH2:6][CH2:7][CH2:8][CH2:9]/[CH:10]=[CH:11]\[CH2:12]/[CH:13]=[CH:14]\[CH2:15][CH2:16][CH2:17][CH2:18][CH3:40])[CH2:21][CH2:22][CH2:23][CH2:24][CH2:25][CH2:26][CH2:27]/[CH:28]=[CH:29]\[CH2:30]/[CH:31]=[CH:32]\[CH2:33][CH2:34][CH2:35][CH2:36][CH3:37]. The yield is 0.780. (2) The reactants are [C:1]([CH2:3][CH2:4][CH2:5][OH:6])#[N:2].C(N(CC)CC)C.[C:14](Cl)([C:27]1[CH:32]=[CH:31][CH:30]=[CH:29][CH:28]=1)([C:21]1[CH:26]=[CH:25][CH:24]=[CH:23][CH:22]=1)[C:15]1[CH:20]=[CH:19][CH:18]=[CH:17][CH:16]=1.CO. The catalyst is ClCCl. The product is [C:14]([O:6][CH2:5][CH2:4][CH2:3][C:1]#[N:2])([C:15]1[CH:20]=[CH:19][CH:18]=[CH:17][CH:16]=1)([C:27]1[CH:28]=[CH:29][CH:30]=[CH:31][CH:32]=1)[C:21]1[CH:22]=[CH:23][CH:24]=[CH:25][CH:26]=1. The yield is 0.617. (3) The reactants are [H-].[Na+].[C:3]([O:9][CH3:10])(=[O:8])[C:4]([O:6]C)=O.[Si:11]([O:18][CH2:19][CH2:20][CH2:21][CH2:22][CH2:23][C:24]([O:26][CH3:27])=[O:25])([C:14]([CH3:17])([CH3:16])[CH3:15])([CH3:13])[CH3:12].Cl. The catalyst is C1COCC1.O.CO. The product is [Si:11]([O:18][CH2:19][CH2:20][CH2:21][CH2:22][CH:23]([C:24]([O:26][CH3:27])=[O:25])[C:4](=[O:6])[C:3]([O:9][CH3:10])=[O:8])([C:14]([CH3:17])([CH3:16])[CH3:15])([CH3:12])[CH3:13]. The yield is 0.670. (4) The reactants are [Cl:1][C:2]1[C:3](=[O:25])[N:4](C2CCCCO2)[N:5]=[CH:6][C:7]=1[O:8][C:9]1[CH:14]=[CH:13][CH:12]=[CH:11][C:10]=1[C:15]([F:18])([F:17])[F:16].Cl. The catalyst is CO.O. The product is [Cl:1][C:2]1[C:3](=[O:25])[NH:4][N:5]=[CH:6][C:7]=1[O:8][C:9]1[CH:14]=[CH:13][CH:12]=[CH:11][C:10]=1[C:15]([F:17])([F:18])[F:16]. The yield is 1.00. (5) The reactants are [Cl:1][C:2]1[N:3]=[C:4]([N:13]2[CH2:18][CH2:17][O:16][CH2:15][CH2:14]2)[C:5]2[S:10][C:9]([CH:11]=O)=[CH:8][C:6]=2[N:7]=1.[CH3:19][N:20]1[CH2:25][CH2:24][NH:23][CH2:22][CH2:21]1.C(O)(=O)C.C(O[BH-](OC(=O)C)OC(=O)C)(=O)C.[Na+]. The catalyst is ClCCCl.C(Cl)Cl. The product is [Cl:1][C:2]1[N:3]=[C:4]([N:13]2[CH2:18][CH2:17][O:16][CH2:15][CH2:14]2)[C:5]2[S:10][C:9]([CH2:11][N:23]3[CH2:24][CH2:25][N:20]([CH3:19])[CH2:21][CH2:22]3)=[CH:8][C:6]=2[N:7]=1. The yield is 0.450. (6) The reactants are [CH3:1][N:2]1[CH2:7][CH2:6][N:5]([CH2:8][C:9]#[C:10][C:11]2[CH:16]=[CH:15][C:14]([N+:17]([O-])=O)=[CH:13][CH:12]=2)[CH2:4][CH2:3]1. The catalyst is CO.[Pd]. The product is [CH3:1][N:2]1[CH2:7][CH2:6][N:5]([CH2:8][CH2:9][CH2:10][C:11]2[CH:12]=[CH:13][C:14]([NH2:17])=[CH:15][CH:16]=2)[CH2:4][CH2:3]1. The yield is 0.760. (7) The reactants are [F:1][C:2]1[CH:3]=[CH:4][C:5]2[O:9][C:8]([CH:10]=[O:11])=[CH:7][C:6]=2[CH:12]=1.[BH4-].[Na+]. The catalyst is CCO. The product is [F:1][C:2]1[CH:3]=[CH:4][C:5]2[O:9][C:8]([CH2:10][OH:11])=[CH:7][C:6]=2[CH:12]=1. The yield is 0.910. (8) The reactants are [OH:1][C:2]1[CH:3]=[C:4]2[C:8](=[CH:9][CH:10]=1)[N:7]([CH2:11][C:12]1[CH:13]=[C:14]([CH:19]=[CH:20][CH:21]=1)[C:15]([O:17][CH3:18])=[O:16])[CH:6]=[CH:5]2.C(=O)([O-])[O-].[Cs+].[Cs+].Cl[CH2:29][C:30]1[C:31]([CH2:38][O:39][C:40]([CH3:43])([CH3:42])[CH3:41])=[N:32][O:33][C:34]=1[CH:35]([CH3:37])[CH3:36].O.[Cl-].[Na+].O. The catalyst is CN(C)C=O. The product is [CH3:43][C:40]([O:39][CH2:38][C:31]1[C:30]([CH2:29][O:1][C:2]2[CH:3]=[C:4]3[C:8](=[CH:9][CH:10]=2)[N:7]([CH2:11][C:12]2[CH:13]=[C:14]([CH:19]=[CH:20][CH:21]=2)[C:15]([O:17][CH3:18])=[O:16])[CH:6]=[CH:5]3)=[C:34]([CH:35]([CH3:37])[CH3:36])[O:33][N:32]=1)([CH3:41])[CH3:42]. The yield is 0.720. (9) The reactants are B(F)(F)F.CCOCC.[CH2:10]([O:17][C@H:18]1[C@@H:23]([N:24]=[N+:25]=[N-:26])[C@@H:22]([CH2:27][O:28][CH2:29][C:30]2[CH:35]=[CH:34][CH:33]=[CH:32][CH:31]=2)[O:21][CH:20]=[CH:19]1)[C:11]1[CH:16]=[CH:15][CH:14]=[CH:13][CH:12]=1.[C:36]([OH:39])(=[O:38])[CH3:37].[C:40]([OH:43])(=[O:42])[CH3:41].IC1C=CC=CC=1.C(N(CC)CC)C. The catalyst is ClCCl. The product is [C:36]([O:39][C@@H:19]1[C@@H:18]([O:17][CH2:10][C:11]2[CH:12]=[CH:13][CH:14]=[CH:15][CH:16]=2)[C@@H:23]([N:24]=[N+:25]=[N-:26])[C@@H:22]([CH2:27][O:28][CH2:29][C:30]2[CH:35]=[CH:34][CH:33]=[CH:32][CH:31]=2)[O:21][C@H:20]1[O:43][C:40](=[O:42])[CH3:41])(=[O:38])[CH3:37]. The yield is 0.850.